The task is: Predict the reactants needed to synthesize the given product.. This data is from Full USPTO retrosynthesis dataset with 1.9M reactions from patents (1976-2016). The reactants are: [Cl:1][C:2]1[CH:7]=[CH:6][C:5]([N:8]([C@H:12]2[C:21]3[C:16](=[CH:17][CH:18]=[CH:19][CH:20]=3)[N:15]([C:22]([C:24]3C=NN(C(C)C)[CH:28]=3)=[O:23])[C@@H:14]([CH3:32])[CH2:13]2)[C:9](=[O:11])[CH3:10])=[CH:4][CH:3]=1.C(N1C=C(C([Cl:43])=O)C=N1)(C)C.[CH3:44][N:45]1[C:49]2[S:50][C:51]([C:53](O)=[O:54])=[CH:52][C:48]=2[C:47]([CH3:56])=[N:46]1.C(Cl)(=O)C(Cl)=O. Given the product [Cl:1][C:2]1[CH:3]=[CH:4][C:5]([N:8]([C@H:12]2[C:21]3[C:16](=[CH:17][CH:18]=[CH:19][CH:20]=3)[N:15]([C:22]([C:24]3[S:50][C:49]4[N:45]([CH3:44])[N:46]=[C:47]([CH3:56])[C:48]=4[CH:28]=3)=[O:23])[C@@H:14]([CH3:32])[CH2:13]2)[C:9](=[O:11])[CH3:10])=[CH:6][CH:7]=1.[CH3:44][N:45]1[C:49]2[S:50][C:51]([C:53]([Cl:43])=[O:54])=[CH:52][C:48]=2[C:47]([CH3:56])=[N:46]1, predict the reactants needed to synthesize it.